This data is from Forward reaction prediction with 1.9M reactions from USPTO patents (1976-2016). The task is: Predict the product of the given reaction. The product is: [C:46]([O:45][C:44]([N:43]([C:11]1[C:10]([O:9][CH2:8][C@@H:7]([N:6]([CH3:60])[C:1](=[O:5])[C:2]#[C:3][CH3:4])[CH3:58])=[C:15]([C:16]2[CH:21]=[C:20]([F:22])[CH:19]=[C:18]([N:23]([C:35]([O:37][C:38]([CH3:39])([CH3:40])[CH3:41])=[O:36])[C:24](=[O:34])[C:25]3[CH:26]=[CH:27][C:28]([CH:31]4[CH2:32][CH2:33]4)=[CH:29][CH:30]=3)[C:17]=2[CH3:42])[N:14]=[CH:13][N:12]=1)[C:51](=[O:52])[O:53][C:54]([CH3:57])([CH3:56])[CH3:55])=[O:50])([CH3:47])([CH3:49])[CH3:48]. Given the reactants [C:1]([NH:6][C@@H:7]([CH3:58])[CH2:8][O:9][C:10]1[C:11]([N:43]([C:51]([O:53][C:54]([CH3:57])([CH3:56])[CH3:55])=[O:52])[C:44](=[O:50])[O:45][C:46]([CH3:49])([CH3:48])[CH3:47])=[N:12][CH:13]=[N:14][C:15]=1[C:16]1[CH:21]=[C:20]([F:22])[CH:19]=[C:18]([N:23]([C:35]([O:37][C:38]([CH3:41])([CH3:40])[CH3:39])=[O:36])[C:24](=[O:34])[C:25]2[CH:30]=[CH:29][C:28]([CH:31]3[CH2:33][CH2:32]3)=[CH:27][CH:26]=2)[C:17]=1[CH3:42])(=[O:5])[C:2]#[C:3][CH3:4].I[CH3:60].[H-].[Na+].Cl, predict the reaction product.